From a dataset of Catalyst prediction with 721,799 reactions and 888 catalyst types from USPTO. Predict which catalyst facilitates the given reaction. (1) Reactant: [CH3:1][O:2][C:3](=[O:34])[CH:4]([C:10]1[CH:11]=[C:12]([C:25]2[CH:30]=[CH:29][CH:28]=[C:27]([N+:31]([O-:33])=[O:32])[CH:26]=2)[C:13]([O:18][CH2:19][O:20][CH2:21][CH2:22][O:23][CH3:24])=[C:14]([CH:16]=O)[CH:15]=1)[CH2:5][C:6]([O:8][CH3:9])=[O:7].[C:35](=O)([O-])[O-].[K+].[K+]. Product: [CH3:1][O:2][C:3](=[O:34])[CH:4]([C:10]1[CH:11]=[C:12]([C:25]2[CH:30]=[CH:29][CH:28]=[C:27]([N+:31]([O-:33])=[O:32])[CH:26]=2)[C:13]([O:18][CH2:19][O:20][CH2:21][CH2:22][O:23][CH3:24])=[C:14]([C:16]#[CH:35])[CH:15]=1)[CH2:5][C:6]([O:8][CH3:9])=[O:7]. The catalyst class is: 5. (2) Product: [OH:17][C:15]1[CH:16]=[C:7]([O:6][CH3:5])[CH:8]=[C:9]2[C:14]=1[C:13](=[O:19])[O:12][CH:11]([CH3:20])[CH2:10]2. Reactant: [Al+3].[Cl-].[Cl-].[Cl-].[CH3:5][O:6][C:7]1[CH:8]=[C:9]2[C:14](=[C:15]([O:17]C)[CH:16]=1)[C:13](=[O:19])[O:12][CH:11]([CH3:20])[CH2:10]2.O. The catalyst class is: 12. (3) Reactant: [C:1]([O:5][C:6]([N:8]1[C:12]2=[N:13][CH:14]=[CH:15][CH:16]=[C:11]2[C:10](I)=[CH:9]1)=[O:7])([CH3:4])([CH3:3])[CH3:2].[B:18]1([B:18]2[O:22][C:21]([CH3:24])([CH3:23])[C:20]([CH3:26])([CH3:25])[O:19]2)[O:22][C:21]([CH3:24])([CH3:23])[C:20]([CH3:26])([CH3:25])[O:19]1.C([O-])(=O)C.[K+].ClCCl.CN(C)C=O. Product: [C:1]([O:5][C:6]([N:8]1[C:12]2=[N:13][CH:14]=[CH:15][CH:16]=[C:11]2[C:10]([B:18]2[O:22][C:21]([CH3:24])([CH3:23])[C:20]([CH3:26])([CH3:25])[O:19]2)=[CH:9]1)=[O:7])([CH3:4])([CH3:3])[CH3:2]. The catalyst class is: 140. (4) Reactant: [C:1]([O:5][C:6]([N:8]([CH2:31][CH:32]1[CH2:37][CH2:36][N:35]([C:38]([CH:40]2[CH2:43][N:42](C(OCC3C=CC=CC=3)=O)[CH2:41]2)=[O:39])[CH2:34][CH2:33]1)[CH2:9][C@H:10]([O:23][Si:24]([C:27]([CH3:30])([CH3:29])[CH3:28])([CH3:26])[CH3:25])[C:11]1[CH:20]=[CH:19][C:18]([OH:21])=[C:17]2[C:12]=1[CH:13]=[CH:14][C:15](=[O:22])[NH:16]2)=[O:7])([CH3:4])([CH3:3])[CH3:2].CC1CC=CCC=1. Product: [NH:42]1[CH2:43][CH:40]([C:38]([N:35]2[CH2:36][CH2:37][CH:32]([CH2:31][N:8]([CH2:9][C@H:10]([O:23][Si:24]([C:27]([CH3:30])([CH3:29])[CH3:28])([CH3:26])[CH3:25])[C:11]3[CH:20]=[CH:19][C:18]([OH:21])=[C:17]4[C:12]=3[CH:13]=[CH:14][C:15](=[O:22])[NH:16]4)[C:6](=[O:7])[O:5][C:1]([CH3:2])([CH3:3])[CH3:4])[CH2:33][CH2:34]2)=[O:39])[CH2:41]1. The catalyst class is: 29. (5) Reactant: [C:1]([C:4]1[CH:5]=[CH:6][C:7]([NH:10][C:11](=[O:28])[CH:12]([NH:16][C:17](=[O:27])[CH2:18][C:19]2[CH:24]=[C:23]([F:25])[CH:22]=[C:21]([F:26])[CH:20]=2)[CH2:13][CH2:14][CH3:15])=[N:8][CH:9]=1)(=O)[CH3:2].[C:29]1([CH:35]2[CH2:40][CH2:39][NH:38][CH2:37][CH2:36]2)[CH:34]=[CH:33][CH:32]=[CH:31][CH:30]=1.C(O)(=O)C.S([O-])([O-])(=O)=O.[Na+].[Na+].C(O[BH-](OC(=O)C)OC(=O)C)(=O)C.[Na+]. Product: [C:29]1([CH:35]2[CH2:36][CH2:37][N:38]([CH:1]([C:4]3[CH:5]=[CH:6][C:7]([NH:10][C:11](=[O:28])[CH:12]([NH:16][C:17](=[O:27])[CH2:18][C:19]4[CH:24]=[C:23]([F:25])[CH:22]=[C:21]([F:26])[CH:20]=4)[CH2:13][CH2:14][CH3:15])=[N:8][CH:9]=3)[CH3:2])[CH2:39][CH2:40]2)[CH:34]=[CH:33][CH:32]=[CH:31][CH:30]=1. The catalyst class is: 26. (6) Reactant: [C:1]([O-])(=O)[CH3:2].[N+:5]([O-])([O:7][CH2:8][CH2:9][CH:10]([CH3:12])C)=O.[CH3:14][O-].[Na+].Cl.[H-].[Na+].[C:20](=[O:23])(O)[O-:21].[Na+].[CH2:25](O)[CH3:26]. Product: [O:7]1[C:8]2[CH:9]=[CH:10][CH:12]=[CH:26][C:25]=2[C:14]([C:20]([O:21][CH2:1][CH3:2])=[O:23])=[N:5]1. The catalyst class is: 57.